From a dataset of Forward reaction prediction with 1.9M reactions from USPTO patents (1976-2016). Predict the product of the given reaction. (1) Given the reactants CS(O[CH2:6][C@H:7]([O:28][CH2:29][CH2:30][CH2:31][CH2:32][CH2:33][CH2:34][CH2:35][CH2:36][CH2:37][CH2:38][CH2:39][CH2:40][CH2:41][CH2:42][CH2:43][CH2:44][CH2:45][CH3:46])[CH2:8][O:9][CH2:10][CH2:11][CH2:12][CH2:13][CH2:14][CH2:15][CH2:16][CH2:17][CH2:18][CH2:19][CH2:20][CH2:21][CH2:22][CH2:23][CH2:24][CH2:25][CH2:26][CH3:27])(=O)=O.[C-:47]#[N:48].[Na+].CCOCC.O, predict the reaction product. The product is: [CH2:29]([O:28][C@H:7]([CH2:8][O:9][CH2:10][CH2:11][CH2:12][CH2:13][CH2:14][CH2:15][CH2:16][CH2:17][CH2:18][CH2:19][CH2:20][CH2:21][CH2:22][CH2:23][CH2:24][CH2:25][CH2:26][CH3:27])[CH2:6][C:47]#[N:48])[CH2:30][CH2:31][CH2:32][CH2:33][CH2:34][CH2:35][CH2:36][CH2:37][CH2:38][CH2:39][CH2:40][CH2:41][CH2:42][CH2:43][CH2:44][CH2:45][CH3:46]. (2) Given the reactants [CH3:1][N:2]1[CH:6]=[CH:5][CH:4]=[C:3]1/[CH:7]=[CH:8]/[C:9]1[CH:18]=[CH:17][C:12]([C:13]([O:15]C)=[O:14])=[CH:11][CH:10]=1.[OH-].[Li+:20], predict the reaction product. The product is: [Li+:20].[CH3:1][N:2]1[CH:6]=[CH:5][CH:4]=[C:3]1/[CH:7]=[CH:8]/[C:9]1[CH:10]=[CH:11][C:12]([C:13]([O-:15])=[O:14])=[CH:17][CH:18]=1. (3) Given the reactants [Br:1][C:2]1[CH:11]=[CH:10][C:9]([N+:12]([O-])=O)=[C:8]2[C:3]=1[CH:4]=[CH:5][N:6]=[CH:7]2.[Cl-].[NH4+], predict the reaction product. The product is: [Br:1][C:2]1[CH:11]=[CH:10][C:9]([NH2:12])=[C:8]2[C:3]=1[CH:4]=[CH:5][N:6]=[CH:7]2. (4) Given the reactants [C:1]1(=[O:8])[CH2:7][CH2:6][CH2:5][CH2:4][CH2:3][CH2:2]1.[Li+].C[Si]([N-][Si](C)(C)C)(C)C.Br[CH2:20][C:21]([O:23][CH3:24])=[O:22].C(OCC)(=O)C, predict the reaction product. The product is: [CH3:24][O:23][C:21]([CH2:20][CH:2]1[CH2:3][CH2:4][CH2:5][CH2:6][CH2:7][C:1]1=[O:8])=[O:22]. (5) Given the reactants [F:1][C:2]1[C:3]([N:24]2[C:32](=[O:33])[C:31]3[C:26](=[CH:27][CH:28]=[CH:29][CH:30]=3)[C:25]2=[O:34])=[CH:4][C:5]([S:10]([N:13]2[C:19]3[CH:20]=[CH:21][CH:22]=[CH:23][C:18]=3[CH2:17][CH2:16][CH2:15][CH2:14]2)(=[O:12])=[O:11])=[C:6]([O:8]C)[CH:7]=1.B(Br)(Br)Br.Cl, predict the reaction product. The product is: [F:1][C:2]1[C:3]([N:24]2[C:25](=[O:34])[C:26]3[C:31](=[CH:30][CH:29]=[CH:28][CH:27]=3)[C:32]2=[O:33])=[CH:4][C:5]([S:10]([N:13]2[C:19]3[CH:20]=[CH:21][CH:22]=[CH:23][C:18]=3[CH2:17][CH2:16][CH2:15][CH2:14]2)(=[O:11])=[O:12])=[C:6]([OH:8])[CH:7]=1. (6) Given the reactants N[C:2]1[CH:11]=[C:10]([C:12](=[O:36])[NH:13][C@@:14]2([C:24]3[CH:29]=[CH:28][C:27]([O:30][C:31]([F:34])([F:33])[F:32])=[C:26]([F:35])[CH:25]=3)[C:19]3=[N:20][CH:21]=[CH:22][CH:23]=[C:18]3[O:17][CH2:16][CH2:15]2)[CH:9]=[CH:8][C:3]=1[C:4]([O:6][CH3:7])=[O:5].N(OC(C)(C)C)=[O:38].OS(O)(=O)=O.O, predict the reaction product. The product is: [F:35][C:26]1[CH:25]=[C:24]([C@:14]2([NH:13][C:12]([C:10]3[CH:9]=[CH:8][C:3]([C:4]([O:6][CH3:7])=[O:5])=[C:2]([OH:38])[CH:11]=3)=[O:36])[C:19]3=[N:20][CH:21]=[CH:22][CH:23]=[C:18]3[O:17][CH2:16][CH2:15]2)[CH:29]=[CH:28][C:27]=1[O:30][C:31]([F:32])([F:33])[F:34].